From a dataset of Reaction yield outcomes from USPTO patents with 853,638 reactions. Predict the reaction yield, written as a fraction of the theoretical maximum amount of product (1.0 means a 100% yield; for example, 0.34 means a 34% yield). (1) The reactants are [C:1]([O:5][C:6]([N:8]1[CH2:13][CH2:12][CH:11]([NH:14][C:15]2[CH:20]=[CH:19][C:18]([C:21]#[N:22])=[CH:17][CH:16]=2)[CH2:10][CH2:9]1)=[O:7])([CH3:4])([CH3:3])[CH3:2].C[Si]([N-][Si](C)(C)C)(C)C.[K+].Br[CH2:34][C:35]1[CH:39]=[CH:38][S:37][CH:36]=1. The catalyst is C1COCC1. The product is [C:1]([O:5][C:6]([N:8]1[CH2:9][CH2:10][CH:11]([N:14]([C:15]2[CH:20]=[CH:19][C:18]([C:21]#[N:22])=[CH:17][CH:16]=2)[CH2:34][C:35]2[CH:39]=[CH:38][S:37][CH:36]=2)[CH2:12][CH2:13]1)=[O:7])([CH3:4])([CH3:2])[CH3:3]. The yield is 0.610. (2) The reactants are [CH:1]([C:3]1[CH:8]=[CH:7][CH:6]=[CH:5][C:4]=1[C:9]1[CH:14]=[CH:13][C:12]([C:15]([N:17]2[C:23]3[CH:24]=[CH:25][CH:26]=[CH:27][C:22]=3[CH2:21][N:20]3[C:28]([C:31]([NH:33][CH2:34][C:35]4[CH:36]=[N:37][CH:38]=[CH:39][CH:40]=4)=[O:32])=[CH:29][CH:30]=[C:19]3[CH2:18]2)=[O:16])=[CH:11][CH:10]=1)=O.Cl.[NH2:42][OH:43].N1C=CC=CC=1.C(=O)([O-])[O-].[Na+].[Na+]. The catalyst is CO. The product is [OH:43]/[N:42]=[CH:1]/[C:3]1[CH:8]=[CH:7][CH:6]=[CH:5][C:4]=1[C:9]1[CH:10]=[CH:11][C:12]([C:15]([N:17]2[C:23]3[CH:24]=[CH:25][CH:26]=[CH:27][C:22]=3[CH2:21][N:20]3[C:28]([C:31]([NH:33][CH2:34][C:35]4[CH:36]=[N:37][CH:38]=[CH:39][CH:40]=4)=[O:32])=[CH:29][CH:30]=[C:19]3[CH2:18]2)=[O:16])=[CH:13][CH:14]=1. The yield is 0.890. (3) The reactants are [C:1]([C:3]1[CH:8]=[CH:7][CH:6]=[CH:5][CH:4]=1)#[CH:2].[Cl:9][C:10]1[C:15]([NH2:16])=[C:14](Cl)[N:13]=[CH:12][N:11]=1.CCN(C(C)C)C(C)C. The catalyst is COCCOC.C(Cl)Cl.C1C=CC([P]([Pd]([P](C2C=CC=CC=2)(C2C=CC=CC=2)C2C=CC=CC=2)([P](C2C=CC=CC=2)(C2C=CC=CC=2)C2C=CC=CC=2)[P](C2C=CC=CC=2)(C2C=CC=CC=2)C2C=CC=CC=2)(C2C=CC=CC=2)C2C=CC=CC=2)=CC=1.[Cu]I. The product is [Cl:9][C:10]1[C:15]([NH2:16])=[C:14]([C:2]#[C:1][C:3]2[CH:8]=[CH:7][CH:6]=[CH:5][CH:4]=2)[N:13]=[CH:12][N:11]=1. The yield is 0.220. (4) The reactants are Br[C:2]1[CH:3]=[C:4]([C:16]([F:19])([F:18])[F:17])[C:5]2[N:6]([C:8]([Cl:15])=[C:9]([C:11]([O:13][CH3:14])=[O:12])[N:10]=2)[CH:7]=1.[B:20]1([B:20]2[O:24][C:23]([CH3:26])([CH3:25])[C:22]([CH3:28])([CH3:27])[O:21]2)[O:24][C:23]([CH3:26])([CH3:25])[C:22]([CH3:28])([CH3:27])[O:21]1.C([O-])(=O)C.[K+]. The catalyst is O1CCOCC1.C1C=CC(P(C2C=CC=CC=2)[C-]2C=CC=C2)=CC=1.C1C=CC(P(C2C=CC=CC=2)[C-]2C=CC=C2)=CC=1.Cl[Pd]Cl.[Fe+2].ClCCl. The product is [Cl:15][C:8]1[N:6]2[CH:7]=[C:2]([B:20]3[O:24][C:23]([CH3:26])([CH3:25])[C:22]([CH3:28])([CH3:27])[O:21]3)[CH:3]=[C:4]([C:16]([F:19])([F:18])[F:17])[C:5]2=[N:10][C:9]=1[C:11]([O:13][CH3:14])=[O:12]. The yield is 0.800. (5) The reactants are C([O:8][CH:9]1[CH2:14][CH2:13][CH:12]([O:15][C:16]2[CH:21]=[CH:20][N:19]=[C:18]([NH:22][C:23]3[CH:24]=[C:25]([C:30]4[S:34][C:33]([C:35]([OH:41])([CH3:40])[C:36]([F:39])([F:38])[F:37])=[N:32][CH:31]=4)[CH:26]=[C:27]([CH3:29])[CH:28]=3)[N:17]=2)[CH2:11][CH2:10]1)C1C=CC=CC=1.Cl. The catalyst is CO. The product is [CH3:29][C:27]1[CH:28]=[C:23]([NH:22][C:18]2[N:17]=[C:16]([O:15][CH:12]3[CH2:11][CH2:10][CH:9]([OH:8])[CH2:14][CH2:13]3)[CH:21]=[CH:20][N:19]=2)[CH:24]=[C:25]([C:30]2[S:34][C:33]([C:35]([OH:41])([CH3:40])[C:36]([F:38])([F:39])[F:37])=[N:32][CH:31]=2)[CH:26]=1. The yield is 0.300.